From a dataset of NCI-60 drug combinations with 297,098 pairs across 59 cell lines. Regression. Given two drug SMILES strings and cell line genomic features, predict the synergy score measuring deviation from expected non-interaction effect. (1) Cell line: SF-268. Drug 2: CC12CCC3C(C1CCC2O)C(CC4=C3C=CC(=C4)O)CCCCCCCCCS(=O)CCCC(C(F)(F)F)(F)F. Drug 1: C1CCC(CC1)NC(=O)N(CCCl)N=O. Synergy scores: CSS=15.2, Synergy_ZIP=1.76, Synergy_Bliss=3.57, Synergy_Loewe=1.46, Synergy_HSA=2.51. (2) Drug 1: C1CN1C2=NC(=NC(=N2)N3CC3)N4CC4. Drug 2: CC12CCC3C(C1CCC2O)C(CC4=C3C=CC(=C4)O)CCCCCCCCCS(=O)CCCC(C(F)(F)F)(F)F. Cell line: RXF 393. Synergy scores: CSS=10.9, Synergy_ZIP=-3.30, Synergy_Bliss=-1.44, Synergy_Loewe=-1.02, Synergy_HSA=-1.55. (3) Drug 1: CC1=C(N=C(N=C1N)C(CC(=O)N)NCC(C(=O)N)N)C(=O)NC(C(C2=CN=CN2)OC3C(C(C(C(O3)CO)O)O)OC4C(C(C(C(O4)CO)O)OC(=O)N)O)C(=O)NC(C)C(C(C)C(=O)NC(C(C)O)C(=O)NCCC5=NC(=CS5)C6=NC(=CS6)C(=O)NCCC[S+](C)C)O. Drug 2: COC1=C2C(=CC3=C1OC=C3)C=CC(=O)O2. Cell line: MALME-3M. Synergy scores: CSS=14.2, Synergy_ZIP=1.64, Synergy_Bliss=0.333, Synergy_Loewe=-8.96, Synergy_HSA=-0.174. (4) Drug 1: CC1=C(C(CCC1)(C)C)C=CC(=CC=CC(=CC(=O)O)C)C. Drug 2: C1=CN(C=N1)CC(O)(P(=O)(O)O)P(=O)(O)O. Cell line: HCT-15. Synergy scores: CSS=0.344, Synergy_ZIP=-2.09, Synergy_Bliss=-5.38, Synergy_Loewe=0.767, Synergy_HSA=-4.60. (5) Synergy scores: CSS=19.8, Synergy_ZIP=-5.39, Synergy_Bliss=-4.53, Synergy_Loewe=-4.10, Synergy_HSA=-4.87. Cell line: SW-620. Drug 1: CS(=O)(=O)OCCCCOS(=O)(=O)C. Drug 2: COCCOC1=C(C=C2C(=C1)C(=NC=N2)NC3=CC=CC(=C3)C#C)OCCOC.Cl. (6) Drug 1: COC1=CC(=CC(=C1O)OC)C2C3C(COC3=O)C(C4=CC5=C(C=C24)OCO5)OC6C(C(C7C(O6)COC(O7)C8=CC=CS8)O)O. Drug 2: CN1C(=O)N2C=NC(=C2N=N1)C(=O)N. Cell line: SK-MEL-2. Synergy scores: CSS=47.2, Synergy_ZIP=5.34, Synergy_Bliss=5.85, Synergy_Loewe=-52.4, Synergy_HSA=3.68. (7) Drug 1: CN1C(=O)N2C=NC(=C2N=N1)C(=O)N. Drug 2: CCCCC(=O)OCC(=O)C1(CC(C2=C(C1)C(=C3C(=C2O)C(=O)C4=C(C3=O)C=CC=C4OC)O)OC5CC(C(C(O5)C)O)NC(=O)C(F)(F)F)O. Cell line: SNB-19. Synergy scores: CSS=20.7, Synergy_ZIP=0.769, Synergy_Bliss=-1.34, Synergy_Loewe=-29.4, Synergy_HSA=-2.74.